This data is from Forward reaction prediction with 1.9M reactions from USPTO patents (1976-2016). The task is: Predict the product of the given reaction. (1) Given the reactants C([O:3][C:4](=[O:34])[CH2:5][N:6]([CH2:19][CH2:20][NH:21][S:22]([C:25]1[S:26][C:27]2[CH:33]=[CH:32][CH:31]=[CH:30][C:28]=2[N:29]=1)(=[O:24])=[O:23])[C:7](=[O:18])[CH2:8][N:9]1[CH:17]=[C:15]([CH3:16])[C:13](=[O:14])[NH:12][C:10]1=[O:11])C.O.[OH-].[Li+].Cl, predict the reaction product. The product is: [S:26]1[C:27]2[CH:33]=[CH:32][CH:31]=[CH:30][C:28]=2[N:29]=[C:25]1[S:22]([NH:21][CH2:20][CH2:19][N:6]([C:7](=[O:18])[CH2:8][N:9]1[CH:17]=[C:15]([CH3:16])[C:13](=[O:14])[NH:12][C:10]1=[O:11])[CH2:5][C:4]([OH:34])=[O:3])(=[O:23])=[O:24]. (2) Given the reactants [Cl:1][C:2]1[C:3]([C:9]2[CH:14]=[CH:13][CH:12]=[C:11]([NH:15][CH2:16][C:17]3[CH:22]=[CH:21][CH:20]=[C:19]([F:23])[CH:18]=3)[N:10]=2)=[CH:4][C:5](F)=[N:6][CH:7]=1.[CH3:24][NH2:25].O, predict the reaction product. The product is: [Cl:1][C:2]1[C:3]([C:9]2[CH:14]=[CH:13][CH:12]=[C:11]([NH:15][CH2:16][C:17]3[CH:22]=[CH:21][CH:20]=[C:19]([F:23])[CH:18]=3)[N:10]=2)=[CH:4][C:5]([NH:25][CH3:24])=[N:6][CH:7]=1. (3) Given the reactants [NH2:1][C:2]1[CH:7]=[CH:6][C:5]([CH2:8][CH2:9][C:10]([O:12][CH3:13])=[O:11])=[CH:4][CH:3]=1.[N+:14]([C:17]1[CH:22]=[CH:21][CH:20]=[CH:19][C:18]=1[S:23](Cl)(=[O:25])=[O:24])([O-:16])=[O:15], predict the reaction product. The product is: [N+:14]([C:17]1[CH:22]=[CH:21][CH:20]=[CH:19][C:18]=1[S:23]([NH:1][C:2]1[CH:3]=[CH:4][C:5]([CH2:8][CH2:9][C:10]([O:12][CH3:13])=[O:11])=[CH:6][CH:7]=1)(=[O:25])=[O:24])([O-:16])=[O:15].